This data is from Reaction yield outcomes from USPTO patents with 853,638 reactions. The task is: Predict the reaction yield, written as a fraction of the theoretical maximum amount of product (1.0 means a 100% yield; for example, 0.34 means a 34% yield). (1) The reactants are [Cl:1][C:2]1[N:7]=[C:6]([NH:8][CH3:9])[C:5]([N+:10]([O-])=O)=[CH:4][N:3]=1. The catalyst is C(O)(=O)C.[Fe]. The product is [Cl:1][C:2]1[N:7]=[C:6]([NH:8][CH3:9])[C:5]([NH2:10])=[CH:4][N:3]=1. The yield is 0.690. (2) The reactants are C([O:4][CH2:5][C@@H:6]1[CH2:11][C@@H:10]([O:12][Si:13]([C:16]([CH3:19])([CH3:18])[CH3:17])([CH3:15])[CH3:14])[CH2:9][C:8](=[O:20])[O:7]1)(=O)C. The catalyst is C1COCC1.CO.[Sn]. The product is [Si:13]([O:12][C@@H:10]1[CH2:11][C@@H:6]([CH2:5][OH:4])[O:7][C:8](=[O:20])[CH2:9]1)([C:16]([CH3:19])([CH3:18])[CH3:17])([CH3:15])[CH3:14]. The yield is 0.300.